This data is from Peptide-MHC class I binding affinity with 185,985 pairs from IEDB/IMGT. The task is: Regression. Given a peptide amino acid sequence and an MHC pseudo amino acid sequence, predict their binding affinity value. This is MHC class I binding data. (1) The peptide sequence is IHAEFQASL. The MHC is HLA-A02:19 with pseudo-sequence HLA-A02:19. The binding affinity (normalized) is 0.0847. (2) The peptide sequence is AALEGLSGF. The MHC is HLA-B39:01 with pseudo-sequence HLA-B39:01. The binding affinity (normalized) is 0.0847. (3) The peptide sequence is ALMTLDDLA. The MHC is HLA-A68:01 with pseudo-sequence HLA-A68:01. The binding affinity (normalized) is 0. (4) The peptide sequence is LFCLLNRYF. The MHC is HLA-A01:01 with pseudo-sequence HLA-A01:01. The binding affinity (normalized) is 0.248. (5) The peptide sequence is TTDDSTSYY. The MHC is HLA-A02:03 with pseudo-sequence HLA-A02:03. The binding affinity (normalized) is 0.0847. (6) The MHC is HLA-A68:02 with pseudo-sequence HLA-A68:02. The peptide sequence is DVDMDFDLNI. The binding affinity (normalized) is 0.160.